Dataset: Forward reaction prediction with 1.9M reactions from USPTO patents (1976-2016). Task: Predict the product of the given reaction. (1) Given the reactants [CH2:1]([C:3]1[N:11]=[C:10]([O:12][CH3:13])[C:9]([NH:14][C:15]([N:17]2[CH2:22][CH2:21][N:20]([C:23]3[CH:28]=[C:27]([Cl:29])[CH:26]=[C:25]([Cl:30])[CH:24]=3)[CH2:19][CH2:18]2)=[O:16])=[CH:8][C:4]=1[C:5](O)=[O:6])[CH3:2].[CH:31]1[C:44]2[C:35](=[N:36][C:37]3[C:42]([C:43]=2[NH:45][C:46]2[CH:47]=[C:48]([CH2:53][OH:54])[CH:49]=[C:50]([NH2:52])[CH:51]=2)=[CH:41][CH:40]=[CH:39][CH:38]=3)[CH:34]=[CH:33][CH:32]=1, predict the reaction product. The product is: [CH:31]1[C:44]2[C:35](=[N:36][C:37]3[C:42]([C:43]=2[NH:45][C:46]2[CH:51]=[C:50]([NH:52][C:5]([C:4]4[CH:8]=[C:9]([NH:14][C:15]([N:17]5[CH2:18][CH2:19][N:20]([C:23]6[CH:28]=[C:27]([Cl:29])[CH:26]=[C:25]([Cl:30])[CH:24]=6)[CH2:21][CH2:22]5)=[O:16])[C:10]([O:12][CH3:13])=[N:11][C:3]=4[CH2:1][CH3:2])=[O:6])[CH:49]=[C:48]([CH2:53][OH:54])[CH:47]=2)=[CH:41][CH:40]=[CH:39][CH:38]=3)[CH:34]=[CH:33][CH:32]=1. (2) Given the reactants [C:1](=[O:39])([O:9][CH:10]([CH2:21][CH2:22][CH2:23][CH2:24][CH2:25][CH2:26][CH2:27]/[CH:28]=[CH:29]\[CH2:30][C@H:31]([OH:38])[CH2:32][CH2:33][CH2:34][CH2:35][CH2:36][CH3:37])[CH2:11][CH2:12][CH2:13][CH2:14][CH2:15][CH2:16][CH2:17][CH2:18][CH2:19][CH3:20])[O:2][CH2:3][CH2:4][CH2:5][N:6]([CH3:8])[CH3:7].O.C1(C)C=CC(S(O)(=O)=O)=CC=1.[O:52]1[CH:57]=[CH:56][CH2:55][CH2:54][CH2:53]1, predict the reaction product. The product is: [C:1](=[O:39])([O:9][CH:10]([CH2:21][CH2:22][CH2:23][CH2:24][CH2:25][CH2:26][CH2:27]/[CH:28]=[CH:29]\[CH2:30][C@H:31]([O:38][CH:53]1[CH2:54][CH2:55][CH2:56][CH2:57][O:52]1)[CH2:32][CH2:33][CH2:34][CH2:35][CH2:36][CH3:37])[CH2:11][CH2:12][CH2:13][CH2:14][CH2:15][CH2:16][CH2:17][CH2:18][CH2:19][CH3:20])[O:2][CH2:3][CH2:4][CH2:5][N:6]([CH3:8])[CH3:7].